Dataset: Forward reaction prediction with 1.9M reactions from USPTO patents (1976-2016). Task: Predict the product of the given reaction. (1) Given the reactants [O:1]1[CH:5]=[CH:4][CH:3]=[C:2]1C(Cl)=O.[NH2:9][C:10]1[CH:11]=[N:12][C:13]2[C:18]([C:19]=1[NH2:20])=[CH:17][CH:16]=[CH:15][CH:14]=2.O.Cl.Cl[CH2:24]Cl, predict the reaction product. The product is: [O:1]1[CH:5]=[CH:4][CH:3]=[C:2]1[N:20]1[C:19]2[C:18]3[CH:17]=[CH:16][CH:15]=[CH:14][C:13]=3[N:12]=[CH:11][C:10]=2[N:9]=[CH:24]1. (2) The product is: [C:48]([OH:55])(=[O:54])/[CH:49]=[CH:50]/[C:51]([OH:53])=[O:52].[CH3:25][C:23]([CH3:24])([CH3:26])[CH2:22][NH:21][C:20](=[O:27])[C@H:18]([CH3:19])[CH2:17][C@H:16]([OH:28])[C@@H:15]([NH2:14])[CH2:29][N:30]1[CH2:35][C:34](=[O:36])[N:33]([C:37]2[CH:42]=[C:41]([F:43])[CH:40]=[CH:39][C:38]=2[CH3:44])[CH2:32][C:31]1([CH3:45])[CH3:46].[NH2:83][C@@H:64]([CH2:65][N:66]1[CH2:71][C:70](=[O:72])[N:69]([C:73]2[CH:78]=[C:77]([F:79])[CH:76]=[CH:75][C:74]=2[CH3:80])[CH2:68][C:67]1([CH3:81])[CH3:82])[C@@H:63]([OH:84])[CH2:62][C@@H:61]([CH3:85])[C:60]([NH:59][CH2:58][C:57]([CH3:56])([CH3:87])[CH3:88])=[O:86]. Given the reactants FC(F)(F)C(O)=O.C(OC(=O)[NH:14][C@@H:15]([CH2:29][N:30]1[CH2:35][C:34](=[O:36])[N:33]([C:37]2[CH:42]=[C:41]([F:43])[CH:40]=[CH:39][C:38]=2[CH3:44])[CH2:32][C:31]1([CH3:46])[CH3:45])[C@@H:16]([OH:28])[CH2:17][C@H:18]([C:20](=[O:27])[NH:21][CH2:22][C:23]([CH3:26])([CH3:25])[CH3:24])[CH3:19])(C)(C)C.[C:48]([OH:55])(=[O:54])/[CH:49]=[CH:50]/[C:51]([OH:53])=[O:52].[CH3:56][C:57]([CH3:88])([CH3:87])[CH2:58][NH:59][C:60](=[O:86])[C@H:61]([CH3:85])[CH2:62][C@H:63]([OH:84])[C@@H:64]([NH2:83])[CH2:65][N:66]1[CH2:71][C:70](=[O:72])[N:69]([C:73]2[CH:78]=[C:77]([F:79])[CH:76]=[CH:75][C:74]=2[CH3:80])[CH2:68][C:67]1([CH3:82])[CH3:81], predict the reaction product. (3) Given the reactants [CH3:1][O:2][C:3]1[CH:4]=[N:5][C:6]2[C:11]([CH:12]=1)=[CH:10][C:9]([C:13]([CH3:18])([CH3:17])[C:14]([OH:16])=O)=[CH:8][CH:7]=2.CCN(C(C)C)C(C)C.[C:28]1([C:34]2[N:39]=[N:38][C:37]([NH:40][NH2:41])=[CH:36][CH:35]=2)[CH:33]=[CH:32][CH:31]=[CH:30][CH:29]=1, predict the reaction product. The product is: [CH3:1][O:2][C:3]1[CH:4]=[N:5][C:6]2[C:11]([CH:12]=1)=[CH:10][C:9]([C:13]([CH3:18])([CH3:17])[C:14]([NH:41][NH:40][C:37]1[N:38]=[N:39][C:34]([C:28]3[CH:33]=[CH:32][CH:31]=[CH:30][CH:29]=3)=[CH:35][CH:36]=1)=[O:16])=[CH:8][CH:7]=2. (4) The product is: [ClH:23].[C:1]([C:3]1[CH:8]=[CH:7][C:6]([CH:9]2[CH2:13][S:12][C:11]3=[N:14][CH:15]=[C:16]([C:17]([OH:19])=[O:18])[N:10]23)=[CH:5][CH:4]=1)#[N:2]. Given the reactants [C:1]([C:3]1[CH:8]=[CH:7][C:6]([CH:9]2[CH2:13][S:12][C:11]3=[N:14][CH:15]=[C:16]([C:17]([O:19]CC)=[O:18])[N:10]23)=[CH:5][CH:4]=1)#[N:2].C(Cl)[Cl:23].[OH-].[Na+], predict the reaction product. (5) Given the reactants [NH2:1][C:2]1[C:7](Br)=[CH:6][C:5]([C:9]2[C:10]([CH3:15])=[N:11][O:12][C:13]=2[CH3:14])=[CH:4][C:3]=1[S:16]([NH:19][CH:20]1[CH2:24][CH2:23][CH2:22][CH2:21]1)(=[O:18])=[O:17], predict the reaction product. The product is: [NH2:1][C:2]1[CH:7]=[CH:6][C:5]([C:9]2[C:10]([CH3:15])=[N:11][O:12][C:13]=2[CH3:14])=[CH:4][C:3]=1[S:16]([NH:19][CH:20]1[CH2:24][CH2:23][CH2:22][CH2:21]1)(=[O:17])=[O:18]. (6) Given the reactants C(NC(C)C)(C)C.[CH3:8][C:9]1[O:10][C:11]([CH3:15])=[C:12]([CH3:14])[N:13]=1.[C:16]([O:20][C:21](=[O:42])[N:22]([C:28]1[CH:33]=[C:32]([N:34]2[CH2:39][CH2:38][S:37][CH2:36][CH2:35]2)[CH:31]=[C:30]([CH:40]=[O:41])[N:29]=1)[CH2:23][C:24]([F:27])([F:26])[F:25])([CH3:19])([CH3:18])[CH3:17].[Cl-].[NH4+], predict the reaction product. The product is: [C:16]([O:20][C:21](=[O:42])[N:22]([C:28]1[CH:33]=[C:32]([N:34]2[CH2:35][CH2:36][S:37][CH2:38][CH2:39]2)[CH:31]=[C:30]([CH:40]([OH:41])[CH2:8][C:9]2[O:10][C:11]([CH3:15])=[C:12]([CH3:14])[N:13]=2)[N:29]=1)[CH2:23][C:24]([F:25])([F:27])[F:26])([CH3:19])([CH3:17])[CH3:18]. (7) Given the reactants [CH2:1]([O:8][C:9]1[CH:14]=[C:13]([O:15][CH2:16][C:17]2[CH:22]=[CH:21][CH:20]=[CH:19][CH:18]=2)[C:12]([CH:23]([CH3:25])[CH3:24])=[CH:11][C:10]=1[C:26]([N:28]1[CH2:36][C:35]2[C:30](=[CH:31][CH:32]=[C:33]([OH:37])[CH:34]=2)[CH2:29]1)=[O:27])[C:2]1[CH:7]=[CH:6][CH:5]=[CH:4][CH:3]=1.Cl[CH2:39][CH2:40][CH2:41][N:42]1[CH2:47][CH2:46][O:45][CH2:44][CH2:43]1.C([O-])([O-])=O.[K+].[K+], predict the reaction product. The product is: [CH2:1]([O:8][C:9]1[CH:14]=[C:13]([O:15][CH2:16][C:17]2[CH:22]=[CH:21][CH:20]=[CH:19][CH:18]=2)[C:12]([CH:23]([CH3:25])[CH3:24])=[CH:11][C:10]=1[C:26]([N:28]1[CH2:36][C:35]2[C:30](=[CH:31][CH:32]=[C:33]([O:37][CH2:39][CH2:40][CH2:41][N:42]3[CH2:47][CH2:46][O:45][CH2:44][CH2:43]3)[CH:34]=2)[CH2:29]1)=[O:27])[C:2]1[CH:7]=[CH:6][CH:5]=[CH:4][CH:3]=1. (8) Given the reactants [Br:1][C:2]1[S:6][C:5]([C:7]([OH:9])=[O:8])=[CH:4][CH:3]=1.O=S(Cl)Cl.[CH3:14][CH2:15]O, predict the reaction product. The product is: [Br:1][C:2]1[S:6][C:5]([C:7]([O:9][CH2:14][CH3:15])=[O:8])=[CH:4][CH:3]=1. (9) Given the reactants [CH3:1][C@H:2]1[CH2:13][CH:12]=[CH:11][CH2:10][C@@H:9]([CH2:14][C:15]([O:17]C(C)(C)C)=O)[C:8](=[O:22])[N:7]2[CH2:23][CH2:24][CH2:25][C@H:6]2[CH2:5][NH:4][C:3]1=[O:26].FC(F)(F)C(O)=O.C[C@H]1CC=CC[C@@H](CC(O)=O)C(=O)N2CCC[C@H]2CNC1=O.[Cl:56][C:57]1[CH:62]=[CH:61][C:60]([CH2:63][NH2:64])=[CH:59][CH:58]=1, predict the reaction product. The product is: [Cl:56][C:57]1[CH:62]=[CH:61][C:60]([CH2:63][NH:64][C:15](=[O:17])[CH2:14][C@H:9]2[C:8](=[O:22])[N:7]3[CH2:23][CH2:24][CH2:25][C@H:6]3[CH2:5][NH:4][C:3](=[O:26])[C@@H:2]([CH3:1])[CH2:13][CH:12]=[CH:11][CH2:10]2)=[CH:59][CH:58]=1. (10) Given the reactants [CH3:1][O:2][CH2:3][CH2:4][CH2:5][O:6][C:7]1[CH:8]=[C:9]([CH:29]=[CH:30][C:31]=1[O:32][CH3:33])[CH2:10][C@H:11]([CH:26]([CH3:28])[CH3:27])[CH2:12][C@H:13]([NH:18][C:19](=[O:25])[O:20][C:21]([CH3:24])([CH3:23])[CH3:22])[C@@H:14]([OH:17])[CH2:15][NH2:16].[CH2:34]([N:41]=[C:42]=[O:43])[C:35]1[CH:40]=[CH:39][CH:38]=[CH:37][CH:36]=1, predict the reaction product. The product is: [CH3:1][O:2][CH2:3][CH2:4][CH2:5][O:6][C:7]1[CH:8]=[C:9]([CH:29]=[CH:30][C:31]=1[O:32][CH3:33])[CH2:10][C@H:11]([CH:26]([CH3:28])[CH3:27])[CH2:12][C@H:13]([NH:18][C:19]([O:20][C:21]([CH3:24])([CH3:23])[CH3:22])=[O:25])[C@@H:14]([OH:17])[CH2:15][NH:16][C:42]([NH:41][CH2:34][C:35]1[CH:40]=[CH:39][CH:38]=[CH:37][CH:36]=1)=[O:43].